From a dataset of Full USPTO retrosynthesis dataset with 1.9M reactions from patents (1976-2016). Predict the reactants needed to synthesize the given product. (1) Given the product [Cl:14][C:15]1[CH:16]=[CH:17][C:18]([N:21]2[C:29]3[C:24](=[CH:25][C:26]([O:4][C@H:3]([C:5]4[CH:10]=[CH:9][CH:8]=[C:7]([O:11][CH3:12])[CH:6]=4)[C@@H:2]([NH2:1])[CH3:13])=[CH:27][CH:28]=3)[CH:23]=[N:22]2)=[CH:19][CH:20]=1, predict the reactants needed to synthesize it. The reactants are: [NH2:1][C@@H:2]([CH3:13])[C@@H:3]([C:5]1[CH:10]=[CH:9][CH:8]=[C:7]([O:11][CH3:12])[CH:6]=1)[OH:4].[Cl:14][C:15]1[CH:20]=[CH:19][C:18]([N:21]2[C:29]3[C:24](=[CH:25][C:26](I)=[CH:27][CH:28]=3)[CH:23]=[N:22]2)=[CH:17][CH:16]=1.C(=O)([O-])[O-].[Cs+].[Cs+]. (2) Given the product [CH2:1]([O:3][C:4]([C:6]1[C:7]([OH:24])=[C:8]2[C:15]([Br:16])=[C:14]([Br:17])[N:13]([C:18]3[CH:23]=[CH:22][CH:21]=[CH:20][CH:19]=3)[C:9]2=[C:10]([C:25]#[N:26])[N:11]=1)=[O:5])[CH3:2], predict the reactants needed to synthesize it. The reactants are: [CH2:1]([O:3][C:4]([C:6]1[C:7]([OH:24])=[C:8]2[C:15]([Br:16])=[C:14]([Br:17])[N:13]([C:18]3[CH:23]=[CH:22][CH:21]=[CH:20][CH:19]=3)[C:9]2=[C:10](Br)[N:11]=1)=[O:5])[CH3:2].[C:25]([Cu])#[N:26]. (3) Given the product [OH:1][CH:2]([CH2:16][CH2:17][S:18]([CH3:19])=[O:28])[C:3]([O:5][CH2:6][CH2:7][CH2:8][CH2:9][CH2:10][CH2:11][CH2:12][CH2:13][CH2:14][CH3:15])=[O:4], predict the reactants needed to synthesize it. The reactants are: [OH:1][CH:2]([CH2:16][CH2:17][S:18][CH3:19])[C:3]([O:5][CH2:6][CH2:7][CH2:8][CH2:9][CH2:10][CH2:11][CH2:12][CH2:13][CH2:14][CH3:15])=[O:4].C1C=C(Cl)C=C(C(OO)=[O:28])C=1. (4) Given the product [CH3:4][C:2]([Si:5]([CH3:26])([CH3:25])[O:6][C@H:7]1[C@H:12]([N:13]2[C:14](=[O:17])[CH2:15][O:16][C:32]2=[O:33])[CH2:11][CH2:10][N:9]([C:18]([O:20][C:21]([CH3:24])([CH3:23])[CH3:22])=[O:19])[CH2:8]1)([CH3:1])[CH3:3], predict the reactants needed to synthesize it. The reactants are: [CH3:1][C:2]([Si:5]([CH3:26])([CH3:25])[O:6][C@H:7]1[C@H:12]([NH:13][C:14](=[O:17])[CH2:15][OH:16])[CH2:11][CH2:10][N:9]([C:18]([O:20][C:21]([CH3:24])([CH3:23])[CH3:22])=[O:19])[CH2:8]1)([CH3:4])[CH3:3].C1N=CN([C:32](N2C=NC=C2)=[O:33])C=1. (5) Given the product [NH2:1][CH2:2][C:3]1[NH:7][C:6](=[O:8])[C:5]2([CH2:13][CH2:12][NH:11][CH2:10][CH2:9]2)[N:4]=1.[C:24]([OH:30])([C:26]([F:29])([F:28])[F:27])=[O:25], predict the reactants needed to synthesize it. The reactants are: [NH2:1][CH2:2][C:3]1[NH:7][C:6](=[O:8])[C:5]2([CH2:13][CH2:12][N:11](C(OC(C)(C)C)=O)[CH2:10][CH2:9]2)[N:4]=1.C(Cl)Cl.[C:24]([OH:30])([C:26]([F:29])([F:28])[F:27])=[O:25]. (6) Given the product [C:33]([N:30]1[CH2:31][CH2:32][N:27]([C:24]2[CH:25]=[CH:26][C:21]([NH:20][C:17]3[N:16]=[C:15]([N:36]4[CH2:37][CH2:38][N:39]([C:4](=[O:6])[CH2:3][C:1]#[N:2])[CH2:40][CH2:41]4)[C:14]([F:13])=[CH:19][N:18]=3)=[CH:22][CH:23]=2)[CH2:28][CH2:29]1)(=[O:35])[CH3:34], predict the reactants needed to synthesize it. The reactants are: [C:1]([CH2:3][C:4]([OH:6])=O)#[N:2].C(Cl)(=O)C(Cl)=O.[F:13][C:14]1[C:15]([N:36]2[CH2:41][CH2:40][NH:39][CH2:38][CH2:37]2)=[N:16][C:17]([NH:20][C:21]2[CH:26]=[CH:25][C:24]([N:27]3[CH2:32][CH2:31][N:30]([C:33](=[O:35])[CH3:34])[CH2:29][CH2:28]3)=[CH:23][CH:22]=2)=[N:18][CH:19]=1. (7) The reactants are: [OH:1][CH:2]1[CH:11]([C:12]2[CH:17]=[CH:16][C:15](OC)=[CH:14][CH:13]=2)[C:10](=[O:20])[C:9]2[C:4](=[CH:5][C:6](O)=[CH:7][C:8]=2O)[O:3]1.COC1C=CC(C2C(=O)C3C(=CC(O)=CC=3O)OC=2)=CC=1.OC1C(C2C=CC(O)=CC=2)C(=O)C2C(=CC(O)=CC=2O)O1.N[C@H](C(=O)O)CC[S+](C)C[C@H]1O[C@@H](N2C3N=CN=C(N)C=3N=C2)[C@H](O)[C@@H]1O. Given the product [OH:1][CH:2]1[CH:11]([C:12]2[CH:17]=[CH:16][CH:15]=[CH:14][CH:13]=2)[C:10](=[O:20])[C:9]2[C:4](=[CH:5][CH:6]=[CH:7][CH:8]=2)[O:3]1, predict the reactants needed to synthesize it. (8) Given the product [C:22]([C:26]1[CH:27]=[CH:28][C:29]([O:32][C:2]2[CH:3]=[C:4]([N:9]([CH2:15][C:16]3[CH:17]=[N:18][CH:19]=[CH:20][CH:21]=3)[S:10]([CH2:13][CH3:14])(=[O:12])=[O:11])[CH:5]=[CH:6][C:7]=2[CH3:8])=[CH:30][CH:31]=1)([CH3:25])([CH3:23])[CH3:24], predict the reactants needed to synthesize it. The reactants are: I[C:2]1[CH:3]=[C:4]([N:9]([CH2:15][C:16]2[CH:17]=[N:18][CH:19]=[CH:20][CH:21]=2)[S:10]([CH2:13][CH3:14])(=[O:12])=[O:11])[CH:5]=[CH:6][C:7]=1[CH3:8].[C:22]([C:26]1[CH:31]=[CH:30][C:29]([OH:32])=[CH:28][CH:27]=1)([CH3:25])([CH3:24])[CH3:23]. (9) Given the product [ClH:53].[ClH:53].[CH3:34][N:23]1[C:24]2[CH2:25][CH:26]3[N:31]([CH2:32][C:33]=2[C:20]2[C:21]1=[CH:22][C:17]([N:9]1[CH:14]=[CH:13][C:12]([O:55][CH2:54][C:52]4[CH:51]=[N:50][C:46]([CH3:47])=[CH:41][CH:40]=4)=[CH:11][C:10]1=[O:15])=[CH:18][CH:19]=2)[CH2:30][CH2:29][CH2:28][CH2:27]3, predict the reactants needed to synthesize it. The reactants are: C(O[N:9]1[CH:14]=[CH:13][CH:12]=[CH:11][C:10]1=[O:15])C1C=CC=CC=1.Br[C:17]1[CH:22]=[C:21]2[N:23]([CH3:34])[C:24]3[CH2:25][CH:26]4[N:31]([CH2:32][C:33]=3[C:20]2=[CH:19][CH:18]=1)[CH2:30][CH2:29][CH2:28][CH2:27]4.BrC1C=C2C([C:40]3[CH2:52][CH2:51][N:50]4[CH:46]([CH2:47]CC4)[C:41]=3N2C)=CC=1.[ClH:53].[CH3:54][OH:55]. (10) Given the product [C:1]([O:5][C:6]([N:8]1[CH2:12][CH2:11][CH:10]([N:13]([CH2:14][C:15]2[CH:16]=[CH:17][C:18]([Cl:21])=[CH:19][CH:20]=2)[CH2:22][C:23](=[O:25])[NH:28][CH2:27][CH3:26])[CH2:9]1)=[O:7])([CH3:3])([CH3:4])[CH3:2], predict the reactants needed to synthesize it. The reactants are: [C:1]([O:5][C:6]([N:8]1[CH2:12][CH2:11][CH:10]([N:13]([CH2:22][C:23]([OH:25])=O)[CH2:14][C:15]2[CH:20]=[CH:19][C:18]([Cl:21])=[CH:17][CH:16]=2)[CH2:9]1)=[O:7])([CH3:4])([CH3:3])[CH3:2].[CH3:26][CH2:27][N:28]=C=NCCCN(C)C.C1C=CC2N(O)N=NC=2C=1.CN1CCOCC1.C(N)C.